Dataset: Forward reaction prediction with 1.9M reactions from USPTO patents (1976-2016). Task: Predict the product of the given reaction. (1) Given the reactants [CH2:1]([CH:3]1[N:12]2[C:7](=[CH:8][C:9](=[O:18])[C:10]([C:13]([O:15][CH2:16][CH3:17])=[O:14])=[CH:11]2)[C:6]2[CH:19]=[C:20]([O:24][CH3:25])[C:21]([OH:23])=[CH:22][C:5]=2[CH2:4]1)[CH3:2].Br[CH2:27][CH2:28]OCCOC.[C:34]([O-])([O-])=O.[K+].[K+].O.[CH3:41][N:42]([CH:44]=[O:45])[CH3:43], predict the reaction product. The product is: [CH2:1]([CH:3]1[N:12]2[C:7](=[CH:8][C:9](=[O:18])[C:10]([C:13]([O:15][CH2:16][CH3:17])=[O:14])=[CH:11]2)[C:6]2[CH:19]=[C:20]([O:24][CH3:25])[C:21]([O:23][CH2:34][C:44](=[O:45])[N:42]3[CH2:43][CH2:28][CH2:27][CH2:41]3)=[CH:22][C:5]=2[CH2:4]1)[CH3:2]. (2) Given the reactants C(O[C:4](=[O:14])[CH2:5][C:6]1[CH:11]=[C:10]([Cl:12])[CH:9]=[CH:8][C:7]=1[NH2:13])C.[C:15]([O:19][C:20]([N:22]1[CH2:27][CH2:26][C:25](=O)[CH2:24][CH2:23]1)=[O:21])([CH3:18])([CH3:17])[CH3:16].C(O[BH-](OC(=O)C)OC(=O)C)(=O)C.[Na+].C([O-])(O)=O.[Na+], predict the reaction product. The product is: [C:15]([O:19][C:20]([N:22]1[CH2:27][CH2:26][CH:25]([N:13]2[C:7]3[C:6](=[CH:11][C:10]([Cl:12])=[CH:9][CH:8]=3)[CH2:5][C:4]2=[O:14])[CH2:24][CH2:23]1)=[O:21])([CH3:18])([CH3:16])[CH3:17].